This data is from Reaction yield outcomes from USPTO patents with 853,638 reactions. The task is: Predict the reaction yield, written as a fraction of the theoretical maximum amount of product (1.0 means a 100% yield; for example, 0.34 means a 34% yield). The reactants are [C:1]([O:20][CH2:21][CH2:22][N:23]([CH2:31][CH2:32][O:33][C:34](=[O:52])[CH2:35][CH2:36][CH2:37][CH2:38][CH2:39][CH2:40][CH2:41]/[CH:42]=[CH:43]\[CH2:44][CH2:45][CH2:46][CH2:47][CH2:48][CH2:49][CH2:50][CH3:51])C(=O)OC(C)(C)C)(=[O:19])[CH2:2][CH2:3][CH2:4][CH2:5][CH2:6][CH2:7][CH2:8]/[CH:9]=[CH:10]\[CH2:11][CH2:12][CH2:13][CH2:14][CH2:15][CH2:16][CH2:17][CH3:18].FC(F)(F)C(O)=O. The catalyst is ClCCl. The product is [C:1]([O:20][CH2:21][CH2:22][NH:23][CH2:31][CH2:32][O:33][C:34](=[O:52])[CH2:35][CH2:36][CH2:37][CH2:38][CH2:39][CH2:40][CH2:41]/[CH:42]=[CH:43]\[CH2:44][CH2:45][CH2:46][CH2:47][CH2:48][CH2:49][CH2:50][CH3:51])(=[O:19])[CH2:2][CH2:3][CH2:4][CH2:5][CH2:6][CH2:7][CH2:8]/[CH:9]=[CH:10]\[CH2:11][CH2:12][CH2:13][CH2:14][CH2:15][CH2:16][CH2:17][CH3:18]. The yield is 0.946.